Dataset: Peptide-MHC class II binding affinity with 134,281 pairs from IEDB. Task: Regression. Given a peptide amino acid sequence and an MHC pseudo amino acid sequence, predict their binding affinity value. This is MHC class II binding data. (1) The peptide sequence is QEMIKYMTLVSAAER. The MHC is DRB1_0401 with pseudo-sequence DRB1_0401. The binding affinity (normalized) is 0.900. (2) The peptide sequence is EKKYFAACQFEPLAA. The MHC is HLA-DPA10301-DPB10402 with pseudo-sequence HLA-DPA10301-DPB10402. The binding affinity (normalized) is 0.863. (3) The peptide sequence is DFALIVNAPNHEGIQ. The MHC is DRB1_0404 with pseudo-sequence DRB1_0404. The binding affinity (normalized) is 0.787. (4) The binding affinity (normalized) is 0.113. The MHC is DRB3_0202 with pseudo-sequence DRB3_0202. The peptide sequence is LNYRPLLPKDRRMII.